This data is from Full USPTO retrosynthesis dataset with 1.9M reactions from patents (1976-2016). The task is: Predict the reactants needed to synthesize the given product. Given the product [Br:1][C:2]1[CH:35]=[CH:34][C:5]([CH2:6][C:7]2[N:8]([C:20]3[CH:21]=[CH:22][C:23]([N:26]4[S:30](=[O:32])(=[O:31])[N:29]([CH2:41][O:40][CH2:39][CH2:38][Si:37]([CH3:44])([CH3:43])[CH3:36])[C:28](=[O:33])[CH2:27]4)=[CH:24][CH:25]=3)[CH:9]=[C:10]([C:12]3[CH:17]=[CH:16][C:15]([Cl:18])=[CH:14][C:13]=3[Cl:19])[N:11]=2)=[CH:4][CH:3]=1, predict the reactants needed to synthesize it. The reactants are: [Br:1][C:2]1[CH:35]=[CH:34][C:5]([CH2:6][C:7]2[N:8]([C:20]3[CH:25]=[CH:24][C:23]([N:26]4[S:30](=[O:32])(=[O:31])[NH:29][C:28](=[O:33])[CH2:27]4)=[CH:22][CH:21]=3)[CH:9]=[C:10]([C:12]3[CH:17]=[CH:16][C:15]([Cl:18])=[CH:14][C:13]=3[Cl:19])[N:11]=2)=[CH:4][CH:3]=1.[CH3:36][Si:37]([CH3:44])([CH3:43])[CH2:38][CH2:39][O:40][CH2:41]Cl.